This data is from Forward reaction prediction with 1.9M reactions from USPTO patents (1976-2016). The task is: Predict the product of the given reaction. (1) Given the reactants Br[C:2]1[N:3]=[C:4]2[C:10]([C:11]3[CH:16]=[CH:15][CH:14]=[CH:13][C:12]=3[O:17][CH3:18])=[CH:9][N:8](S(C3C=CC(C)=CC=3)(=O)=O)[C:5]2=[N:6][CH:7]=1.[CH3:29][N:30]([CH3:42])[C:31]([C:33]1[CH:34]=[C:35](B(O)O)[CH:36]=[CH:37][CH:38]=1)=[O:32].C(=O)(O)[O-].[Na+].ClCCl, predict the reaction product. The product is: [CH3:18][O:17][C:12]1[CH:13]=[CH:14][CH:15]=[CH:16][C:11]=1[C:10]1[C:4]2[C:5](=[N:6][CH:7]=[C:2]([C:37]3[CH:38]=[C:33]([CH:34]=[CH:35][CH:36]=3)[C:31]([N:30]([CH3:42])[CH3:29])=[O:32])[N:3]=2)[NH:8][CH:9]=1. (2) The product is: [Cl:25][C:2]1[C:11]2[C:6](=[CH:7][CH:8]=[CH:9][CH:10]=2)[N:5]=[CH:4][N:3]=1. Given the reactants O[C:2]1[C:11]2[C:6](=[CH:7][CH:8]=[CH:9][CH:10]=2)[N:5]=[CH:4][N:3]=1.C(N(CC)C1C=CC=CC=1)C.P(Cl)(Cl)([Cl:25])=O.Cl, predict the reaction product. (3) Given the reactants [Cl:1][C:2]1[N:3]=[C:4]([N:15]2[CH2:20][CH2:19][O:18][CH2:17][CH2:16]2)[C:5]2[S:10][C:9]([CH2:11][NH:12][CH3:13])=[C:8]([CH3:14])[C:6]=2[N:7]=1.[C:21]([CH2:25][C:26](Cl)=[O:27])([CH3:24])([CH3:23])[CH3:22], predict the reaction product. The product is: [Cl:1][C:2]1[N:3]=[C:4]([N:15]2[CH2:20][CH2:19][O:18][CH2:17][CH2:16]2)[C:5]2[S:10][C:9]([CH2:11][N:12]([CH3:13])[C:26](=[O:27])[CH2:25][C:21]([CH3:24])([CH3:23])[CH3:22])=[C:8]([CH3:14])[C:6]=2[N:7]=1. (4) Given the reactants [CH3:1][O:2][C:3]1[CH:11]=[C:7]([C:8]([OH:10])=[O:9])[C:6]([OH:12])=[CH:5][CH:4]=1.[CH2:13]([NH2:17])[CH2:14][CH2:15][CH3:16], predict the reaction product. The product is: [CH3:1][O:2][C:3]1[CH:11]=[C:7]([C:8]([OH:10])=[O:9])[C:6]([OH:12])=[CH:5][CH:4]=1.[CH2:13]([NH2:17])[CH2:14][CH2:15][CH3:16].